This data is from Forward reaction prediction with 1.9M reactions from USPTO patents (1976-2016). The task is: Predict the product of the given reaction. (1) Given the reactants Br[C:2]1[CH:7]=[CH:6][C:5]([S:8]([NH:11][CH2:12][CH:13]2[CH2:17][CH2:16][CH2:15][O:14]2)(=[O:10])=[O:9])=[C:4]([C:18]([F:21])([F:20])[F:19])[CH:3]=1.[NH2:22]C12CC(CC1)CC2.C1C=CC(P([C:56]2[C:57](C3C(P(C4C=CC=CC=4)C4C=CC=CC=4)=C[CH:60]=[C:59]4[C:54]=3[CH:55]=[CH:56][CH:57]=[CH:58]4)=[C:58]3[C:59]([CH:60]=CC=C3)=[CH:54][CH:55]=2)C2C=CC=CC=2)=CC=1.C(=O)([O-])[O-].[Cs+].[Cs+], predict the reaction product. The product is: [CH:59]12[CH2:60][CH:56]([CH2:57][CH2:58]1)[CH2:55][CH:54]2[NH:22][C:2]1[CH:7]=[CH:6][C:5]([S:8]([NH:11][CH2:12][CH:13]2[CH2:17][CH2:16][CH2:15][O:14]2)(=[O:10])=[O:9])=[C:4]([C:18]([F:21])([F:20])[F:19])[CH:3]=1. (2) The product is: [F:11][C:12]1[CH:17]=[C:16]([C:2]2[CH:7]=[CH:6][CH:5]=[C:4]([N+:8]([O-:10])=[O:9])[CH:3]=2)[CH:15]=[CH:14][CH:13]=1. Given the reactants Br[C:2]1[CH:7]=[CH:6][CH:5]=[C:4]([N+:8]([O-:10])=[O:9])[CH:3]=1.[F:11][C:12]1[CH:13]=[C:14](B(O)O)[CH:15]=[CH:16][CH:17]=1.[O-]P([O-])([O-])=O.[K+].[K+].[K+].O1CCOCC1, predict the reaction product. (3) Given the reactants [Cl:1][C:2]1[C:3]([F:47])=[C:4]([CH:9]([OH:46])[CH2:10][CH2:11][NH:12][C@@H:13]2[C:29]3=[N:30][C:26](=[CH:27][N:28]3COCC[Si](C)(C)C)[C:25]3[C:20](=[CH:21][C:22]([NH:39][C:40](=[O:43])[O:41][CH3:42])=[CH:23][CH:24]=3)[NH:19][C:18](=[O:44])[C@H:17]([CH3:45])[CH2:16][CH2:15][CH2:14]2)[C:5]([F:8])=[CH:6][CH:7]=1.[C:48]([O-])([O-])=[O:49].[K+].[K+], predict the reaction product. The product is: [Cl:1][C:2]1[C:3]([F:47])=[C:4]([C@@H:9]2[O:46][C:48](=[O:49])[N:12]([C@@H:13]3[C:29]4=[N:30][C:26](=[CH:27][NH:28]4)[C:25]4[C:20](=[CH:21][C:22]([NH:39][C:40](=[O:43])[O:41][CH3:42])=[CH:23][CH:24]=4)[NH:19][C:18](=[O:44])[C@H:17]([CH3:45])[CH2:16][CH2:15][CH2:14]3)[CH2:11][CH2:10]2)[C:5]([F:8])=[CH:6][CH:7]=1. (4) Given the reactants [I:1](O)(=O)(=O)=O.[I-:6].[K+].[F:8][C:9]([F:21])([F:20])[C:10]1[CH:15]=[CH:14][C:13]([C:16]([F:19])([F:18])[F:17])=[CH:12][CH:11]=1, predict the reaction product. The product is: [F:8][C:9]([F:20])([F:21])[C:10]1[CH:11]=[C:12]([I:6])[C:13]([C:16]([F:17])([F:18])[F:19])=[CH:14][C:15]=1[I:1]. (5) Given the reactants [F:1][C:2]1[CH:7]=[CH:6][C:5]([C@H:8]([CH2:18][CH3:19])[CH2:9][C@:10]([OH:17])([C:13]([F:16])([F:15])[F:14])[CH:11]=O)=[C:4]([O:20][CH3:21])[C:3]=1[CH3:22].[NH2:23][C:24]1[CH:33]=[CH:32][C:31]([F:34])=[C:30]2[C:25]=1[CH:26]=[N:27][C:28]([CH3:35])=[N:29]2, predict the reaction product. The product is: [F:1][C:2]1[CH:7]=[CH:6][C:5]([C@H:8]([CH2:18][CH3:19])[CH2:9][C@@:10]([C:13]([F:14])([F:15])[F:16])([OH:17])[CH:11]=[N:23][C:24]2[CH:33]=[CH:32][C:31]([F:34])=[C:30]3[C:25]=2[CH:26]=[N:27][C:28]([CH3:35])=[N:29]3)=[C:4]([O:20][CH3:21])[C:3]=1[CH3:22]. (6) Given the reactants [OH:1][C:2]1[C:3]([C:20]2[CH:25]=[CH:24][C:23]([C:26]3[CH:27]=[CH:28][C:29]([C:32]([NH:34][CH3:35])=[O:33])=[N:30][CH:31]=3)=[CH:22][CH:21]=2)=[N:4][N:5]([CH3:19])[C:6]=1[C:7]1[NH:18][C:10]2=[CH:11][C:12]3[CH2:13][NH:14][CH2:15][C:16]=3[CH:17]=[C:9]2[N:8]=1.[C:36](O[C:36]([O:38][C:39]([CH3:42])([CH3:41])[CH3:40])=[O:37])([O:38][C:39]([CH3:42])([CH3:41])[CH3:40])=[O:37].C(N(C(C)C)CC)(C)C.[OH-].[Na+], predict the reaction product. The product is: [OH:1][C:2]1[C:3]([C:20]2[CH:21]=[CH:22][C:23]([C:26]3[CH:31]=[N:30][C:29]([C:32](=[O:33])[NH:34][CH3:35])=[CH:28][CH:27]=3)=[CH:24][CH:25]=2)=[N:4][N:5]([CH3:19])[C:6]=1[C:7]1[NH:8][C:9]2=[CH:17][C:16]3[CH2:15][N:14]([C:36]([O:38][C:39]([CH3:42])([CH3:41])[CH3:40])=[O:37])[CH2:13][C:12]=3[CH:11]=[C:10]2[N:18]=1.